This data is from Forward reaction prediction with 1.9M reactions from USPTO patents (1976-2016). The task is: Predict the product of the given reaction. (1) Given the reactants [CH3:1][N:2]1[C:6](=[O:7])[NH:5][N:4]=[C:3]1[C:8]1[CH:13]=[CH:12][N:11]2[C:14]3[CH2:20][C@H:19]([NH:21]C(=O)OC(C)(C)C)[C@@H:18]([C:29]4[CH:34]=[C:33]([F:35])[C:32]([F:36])=[CH:31][C:30]=4[F:37])[CH2:17][C:15]=3[N:16]=[C:10]2[CH:9]=1.Cl.CCOC(C)=O, predict the reaction product. The product is: [NH2:21][C@@H:19]1[C@@H:18]([C:29]2[CH:34]=[C:33]([F:35])[C:32]([F:36])=[CH:31][C:30]=2[F:37])[CH2:17][C:15]2[N:16]=[C:10]3[CH:9]=[C:8]([C:3]4[N:2]([CH3:1])[C:6](=[O:7])[NH:5][N:4]=4)[CH:13]=[CH:12][N:11]3[C:14]=2[CH2:20]1. (2) The product is: [C:1]([N:8]1[CH2:13][CH2:12][CH:11]([CH2:14][O:15][S:25]([CH3:28])(=[O:27])=[O:26])[CH2:10][CH2:9]1)([O:3][C:4]([CH3:7])([CH3:6])[CH3:5])=[O:2]. Given the reactants [C:1]([N:8]1[CH2:13][CH2:12][CH:11]([CH2:14][OH:15])[CH2:10][CH2:9]1)([O:3][C:4]([CH3:7])([CH3:6])[CH3:5])=[O:2].C(N(C(C)C)CC)(C)C.[S:25](Cl)([CH3:28])(=[O:27])=[O:26].O, predict the reaction product.